This data is from Full USPTO retrosynthesis dataset with 1.9M reactions from patents (1976-2016). The task is: Predict the reactants needed to synthesize the given product. (1) Given the product [CH2:8]([CH:10]([NH:13][C:14]([N:16]1[C:24]2[C:19](=[CH:20][C:21]([O:25][C:26]3[CH:31]=[CH:30][N:29]=[C:28]([NH:32][C:34](=[O:35])[O:36][C:37]4[CH:42]=[CH:41][CH:40]=[CH:39][CH:38]=4)[CH:27]=3)=[CH:22][CH:23]=2)[CH:18]=[CH:17]1)=[O:15])[CH2:11][CH3:12])[CH3:9], predict the reactants needed to synthesize it. The reactants are: C(N(CC)CC)C.[CH2:8]([CH:10]([NH:13][C:14]([N:16]1[C:24]2[C:19](=[CH:20][C:21]([O:25][C:26]3[CH:31]=[CH:30][N:29]=[C:28]([NH2:32])[CH:27]=3)=[CH:22][CH:23]=2)[CH:18]=[CH:17]1)=[O:15])[CH2:11][CH3:12])[CH3:9].Cl[C:34]([O:36][C:37]1[CH:42]=[CH:41][CH:40]=[CH:39][CH:38]=1)=[O:35]. (2) Given the product [Br:11][CH2:1][C:2]1[CH:7]=[CH:6][CH:5]=[CH:4][C:3]=1[N+:8]([O-:10])=[O:9], predict the reactants needed to synthesize it. The reactants are: [CH3:1][C:2]1[CH:7]=[CH:6][CH:5]=[CH:4][C:3]=1[N+:8]([O-:10])=[O:9].[Br:11]NC(=O)CCC(N)=O. (3) Given the product [OH:8][C:9]1[CH:10]=[CH:11][C:12]([CH2:16][CH2:17][C:18]([O:20][C:21]([CH3:24])([CH3:23])[CH3:22])=[O:19])=[N:13][C:14]=1[CH3:15], predict the reactants needed to synthesize it. The reactants are: C([O:8][C:9]1[CH:10]=[CH:11][C:12](/[CH:16]=[CH:17]/[C:18]([O:20][C:21]([CH3:24])([CH3:23])[CH3:22])=[O:19])=[N:13][C:14]=1[CH3:15])C1C=CC=CC=1. (4) Given the product [Cl:1][C:2]1[C:3]([C:7]([N:24]2[CH2:23][CH2:22][N:21]([CH2:20][C:19]([C:16]3[CH:17]=[CH:18][C:13]([F:12])=[CH:14][CH:15]=3)=[O:27])[CH2:26][CH2:25]2)=[O:9])=[N:4][NH:5][CH:6]=1, predict the reactants needed to synthesize it. The reactants are: [Cl:1][C:2]1[C:3]([C:7]([OH:9])=O)=[N:4][NH:5][CH:6]=1.Cl.Cl.[F:12][C:13]1[CH:18]=[CH:17][C:16]([C:19](=[O:27])[CH2:20][N:21]2[CH2:26][CH2:25][NH:24][CH2:23][CH2:22]2)=[CH:15][CH:14]=1. (5) Given the product [CH:12]([CH:13]1[CH2:14][CH:15]([C:17]([O:19][CH2:20][CH3:21])=[O:18])[CH2:16]1)=[O:11], predict the reactants needed to synthesize it. The reactants are: C(Cl)(=O)C(Cl)=O.CS(C)=O.[OH:11][CH2:12][CH:13]1[CH2:16][CH:15]([C:17]([O:19][CH2:20][CH3:21])=[O:18])[CH2:14]1.C(N(CC)CC)C. (6) The reactants are: C(NC(C)C)(C)C.[Li+].CC([N-]C(C)C)C.[Cl:16][C:17]1[CH:26]=[CH:25][C:24]2[C:19](=[C:20]([Cl:27])[CH:21]=[CH:22][CH:23]=2)[N:18]=1.[CH3:28][CH:29]=[O:30]. Given the product [Cl:16][C:17]1[C:26]([CH:29]([OH:30])[CH3:28])=[CH:25][C:24]2[C:19](=[C:20]([Cl:27])[CH:21]=[CH:22][CH:23]=2)[N:18]=1, predict the reactants needed to synthesize it. (7) Given the product [Si:1]([O:8][CH2:9][C@H:10]1[CH2:14][C@@H:13]([N:15]2[CH:23]=[N:22][C:21]3[C:16]2=[N:17][CH:18]=[N:19][C:20]=3[NH:33][C@@H:34]2[C:42]3[C:37](=[CH:38][CH:39]=[CH:40][CH:41]=3)[CH2:36][CH2:35]2)[CH2:12][C@@H:11]1[OH:25])([C:4]([CH3:7])([CH3:6])[CH3:5])([CH3:3])[CH3:2], predict the reactants needed to synthesize it. The reactants are: [Si:1]([O:8][CH2:9][C@H:10]1[CH2:14][C@@H:13]([N:15]2[CH:23]=[N:22][C:21]3[C:16]2=[N:17][CH:18]=[N:19][C:20]=3Cl)[CH2:12][C@@H:11]1[OH:25])([C:4]([CH3:7])([CH3:6])[CH3:5])([CH3:3])[CH3:2].C(N(CC)CC)C.[NH2:33][C@@H:34]1[C:42]2[C:37](=[CH:38][CH:39]=[CH:40][CH:41]=2)[CH2:36][CH2:35]1.